Dataset: NCI-60 drug combinations with 297,098 pairs across 59 cell lines. Task: Regression. Given two drug SMILES strings and cell line genomic features, predict the synergy score measuring deviation from expected non-interaction effect. (1) Drug 1: CC1=C(C=C(C=C1)NC2=NC=CC(=N2)N(C)C3=CC4=NN(C(=C4C=C3)C)C)S(=O)(=O)N.Cl. Drug 2: CC12CCC3C(C1CCC2O)C(CC4=C3C=CC(=C4)O)CCCCCCCCCS(=O)CCCC(C(F)(F)F)(F)F. Cell line: NCI-H226. Synergy scores: CSS=15.4, Synergy_ZIP=1.72, Synergy_Bliss=2.95, Synergy_Loewe=4.99, Synergy_HSA=5.14. (2) Drug 1: CCCCC(=O)OCC(=O)C1(CC(C2=C(C1)C(=C3C(=C2O)C(=O)C4=C(C3=O)C=CC=C4OC)O)OC5CC(C(C(O5)C)O)NC(=O)C(F)(F)F)O. Drug 2: C(CC(=O)O)C(=O)CN.Cl. Cell line: 786-0. Synergy scores: CSS=27.2, Synergy_ZIP=-6.19, Synergy_Bliss=-11.5, Synergy_Loewe=-25.2, Synergy_HSA=-9.77. (3) Drug 1: CC(C1=C(C=CC(=C1Cl)F)Cl)OC2=C(N=CC(=C2)C3=CN(N=C3)C4CCNCC4)N. Drug 2: C1=NNC2=C1C(=O)NC=N2. Cell line: U251. Synergy scores: CSS=3.89, Synergy_ZIP=-1.73, Synergy_Bliss=-0.693, Synergy_Loewe=-0.850, Synergy_HSA=-0.383. (4) Drug 1: C1CC(=O)NC(=O)C1N2CC3=C(C2=O)C=CC=C3N. Synergy scores: CSS=0.150, Synergy_ZIP=2.41, Synergy_Bliss=-6.09, Synergy_Loewe=-3.37, Synergy_HSA=-4.58. Cell line: NCI/ADR-RES. Drug 2: C1=CN(C=N1)CC(O)(P(=O)(O)O)P(=O)(O)O. (5) Drug 1: CC1=CC=C(C=C1)C2=CC(=NN2C3=CC=C(C=C3)S(=O)(=O)N)C(F)(F)F. Drug 2: CNC(=O)C1=NC=CC(=C1)OC2=CC=C(C=C2)NC(=O)NC3=CC(=C(C=C3)Cl)C(F)(F)F. Cell line: UACC62. Synergy scores: CSS=-3.96, Synergy_ZIP=1.35, Synergy_Bliss=-0.398, Synergy_Loewe=-1.72, Synergy_HSA=-2.77. (6) Drug 1: C1CC(C1)(C(=O)O)C(=O)O.[NH2-].[NH2-].[Pt+2]. Drug 2: CN1C(=O)N2C=NC(=C2N=N1)C(=O)N. Cell line: ACHN. Synergy scores: CSS=9.11, Synergy_ZIP=-5.83, Synergy_Bliss=1.70, Synergy_Loewe=-14.3, Synergy_HSA=-0.787. (7) Drug 1: C1=NNC2=C1C(=O)NC=N2. Drug 2: N.N.Cl[Pt+2]Cl. Cell line: EKVX. Synergy scores: CSS=-1.84, Synergy_ZIP=1.39, Synergy_Bliss=5.05, Synergy_Loewe=-7.90, Synergy_HSA=-2.06.